From a dataset of Full USPTO retrosynthesis dataset with 1.9M reactions from patents (1976-2016). Predict the reactants needed to synthesize the given product. (1) Given the product [ClH:58].[F:1][C:2]1[CH:16]=[C:15]([F:17])[CH:14]=[CH:13][C:3]=1[CH2:4][O:5][C:6]1[CH:11]=[CH:10][N:9]([C:19]2[CH:20]=[CH:21][C:22]3[C:23]4[CH2:33][CH2:32][NH:31][CH2:30][CH2:29][C:24]=4[N:25]([CH3:28])[C:26]=3[CH:27]=2)[C:8](=[O:12])[CH:7]=1, predict the reactants needed to synthesize it. The reactants are: [F:1][C:2]1[CH:16]=[C:15]([F:17])[CH:14]=[CH:13][C:3]=1[CH2:4][O:5][C:6]1[CH:11]=[CH:10][NH:9][C:8](=[O:12])[CH:7]=1.Br[C:19]1[CH:20]=[CH:21][C:22]2[C:23]3[CH2:33][CH2:32][N:31](C(OC(C)(C)C)=O)[CH2:30][CH2:29][C:24]=3[N:25]([CH3:28])[C:26]=2[CH:27]=1.OC1C=CC=C2C=1N=CC=C2.C([O-])([O-])=O.[Cs+].[Cs+].[ClH:58]. (2) Given the product [ClH:32].[NH:18]1[CH2:17][CH2:16][CH:15]([N:14]2[C:13]3[CH:28]=[CH:29][CH:30]=[CH:31][C:12]=3[N:11]=[C:10]2[NH:9][C:1](=[O:8])[C:2]2[CH:7]=[CH:6][CH:5]=[N:4][CH:3]=2)[CH2:20][CH2:19]1, predict the reactants needed to synthesize it. The reactants are: [C:1]([NH:9][C:10]1[N:14]([CH:15]2[CH2:20][CH2:19][N:18](C(OC(C)(C)C)=O)[CH2:17][CH2:16]2)[C:13]2[CH:28]=[CH:29][CH:30]=[CH:31][C:12]=2[N:11]=1)(=[O:8])[C:2]1[CH:7]=[CH:6][CH:5]=[N:4][CH:3]=1.[ClH:32]. (3) Given the product [NH:20]([CH2:19][C:10]1[CH:11]=[CH:12][C:13]2[C:18](=[CH:17][CH:16]=[CH:15][CH:14]=2)[C:9]=1[C:29]1[N:34]=[C:33]([C:35]([NH:38][C:39]2[C:44]([CH2:45][CH3:46])=[CH:43][CH:42]=[CH:41][C:40]=2[CH2:47][CH3:48])([CH3:37])[CH3:36])[CH:32]=[CH:31][CH:30]=1)[C:21]1[CH:22]=[CH:23][CH:24]=[CH:25][CH:26]=1, predict the reactants needed to synthesize it. The reactants are: CC1(C)C(C)(C)OB([C:9]2[C:18]3[C:13](=[CH:14][CH:15]=[CH:16][CH:17]=3)[CH:12]=[CH:11][C:10]=2[CH2:19][NH:20][C:21]2[CH:26]=[CH:25][CH:24]=[CH:23][CH:22]=2)O1.Br[C:29]1[N:34]=[C:33]([C:35]([NH:38][C:39]2[C:44]([CH2:45][CH3:46])=[CH:43][CH:42]=[CH:41][C:40]=2[CH2:47][CH3:48])([CH3:37])[CH3:36])[CH:32]=[CH:31][CH:30]=1.C([O-])([O-])=O.[Na+].[Na+].O. (4) Given the product [CH3:18][O:19][C:20](=[O:27])[C@@H:21]([NH:22][C:14](=[O:16])[CH:12]([CH3:13])[NH:11][C:3]1[CH:2]=[N:1][C:10]2[C:5]([CH:4]=1)=[CH:6][CH:7]=[CH:8][CH:9]=2)[CH2:23][CH2:24][CH2:25][CH3:26], predict the reactants needed to synthesize it. The reactants are: [N:1]1[C:10]2[C:5](=[CH:6][CH:7]=[CH:8][CH:9]=2)[CH:4]=[C:3]([NH:11][CH:12]([C:14]([OH:16])=O)[CH3:13])[CH:2]=1.Cl.[CH3:18][O:19][C:20](=[O:27])[C@H:21]([CH2:23][CH2:24][CH2:25][CH3:26])[NH2:22].